Task: Binary Classification. Given a drug SMILES string, predict its activity (active/inactive) in a high-throughput screening assay against a specified biological target.. Dataset: HIV replication inhibition screening data with 41,000+ compounds from the AIDS Antiviral Screen The compound is COc1ccc(-c2c(C3=NCCN3)nnn2-c2ccc(Cl)cc2)cc1. The result is 0 (inactive).